From a dataset of NCI-60 drug combinations with 297,098 pairs across 59 cell lines. Regression. Given two drug SMILES strings and cell line genomic features, predict the synergy score measuring deviation from expected non-interaction effect. (1) Drug 1: CCC1=C2CN3C(=CC4=C(C3=O)COC(=O)C4(CC)O)C2=NC5=C1C=C(C=C5)O. Drug 2: CC(C)CN1C=NC2=C1C3=CC=CC=C3N=C2N. Cell line: A549. Synergy scores: CSS=21.4, Synergy_ZIP=1.32, Synergy_Bliss=1.45, Synergy_Loewe=-17.8, Synergy_HSA=0.708. (2) Synergy scores: CSS=28.1, Synergy_ZIP=-6.23, Synergy_Bliss=-9.56, Synergy_Loewe=-23.5, Synergy_HSA=-9.43. Cell line: T-47D. Drug 1: CNC(=O)C1=NC=CC(=C1)OC2=CC=C(C=C2)NC(=O)NC3=CC(=C(C=C3)Cl)C(F)(F)F. Drug 2: CCCCC(=O)OCC(=O)C1(CC(C2=C(C1)C(=C3C(=C2O)C(=O)C4=C(C3=O)C=CC=C4OC)O)OC5CC(C(C(O5)C)O)NC(=O)C(F)(F)F)O.